From a dataset of Full USPTO retrosynthesis dataset with 1.9M reactions from patents (1976-2016). Predict the reactants needed to synthesize the given product. (1) Given the product [F:1][C:2]1[CH:7]=[CH:6][C:5]([F:8])=[CH:4][C:3]=1[CH2:9][CH2:10][NH:11][C:12]([NH:14][C:15]1[CH:16]=[CH:17][C:18]([S:21]([N:24]2[CH2:25][CH2:26][CH:27]([CH:30]=[O:31])[CH2:28][CH2:29]2)(=[O:22])=[O:23])=[CH:19][CH:20]=1)=[O:13], predict the reactants needed to synthesize it. The reactants are: [F:1][C:2]1[CH:7]=[CH:6][C:5]([F:8])=[CH:4][C:3]=1[CH2:9][CH2:10][NH:11][C:12]([NH:14][C:15]1[CH:20]=[CH:19][C:18]([S:21]([N:24]2[CH2:29][CH2:28][CH:27]([CH:30](OC)[O:31]C)[CH2:26][CH2:25]2)(=[O:23])=[O:22])=[CH:17][CH:16]=1)=[O:13]. (2) Given the product [Br:22][CH2:8][C:12]1[C:1]2[CH:2]=[C:6]([Cl:5])[CH:15]=[CH:14][C:9]=2[S:10][C:11]=1[CH3:13], predict the reactants needed to synthesize it. The reactants are: [C:1](O)(=O)[CH3:2].[Cl:5][C:6]1[CH:15]=[CH:14][C:9]2[S:10][C:11]([CH3:13])=[CH:12][C:8]=2C=1.O1CCCOO1.[BrH:22].